From a dataset of Catalyst prediction with 721,799 reactions and 888 catalyst types from USPTO. Predict which catalyst facilitates the given reaction. (1) Reactant: [CH3:1][N:2]([CH3:24])[CH2:3][C:4]([N:6]([CH3:23])[C:7]1[CH:8]=[CH:9][C:10]([O:21][CH3:22])=[C:11]([NH:13]C(=O)OC(C)(C)C)[CH:12]=1)=[O:5].Cl.C(OCC)(=O)C.C(=O)([O-])[O-].[K+].[K+]. Product: [NH2:13][C:11]1[CH:12]=[C:7]([N:6]([CH3:23])[C:4](=[O:5])[CH2:3][N:2]([CH3:24])[CH3:1])[CH:8]=[CH:9][C:10]=1[O:21][CH3:22]. The catalyst class is: 38. (2) The catalyst class is: 25. Reactant: [C:1]1([N:7]2[C:11]3[C:12]4[CH:18]=[CH:17][CH:16]=[CH:15][C:13]=4[S:14][C:10]=3[N:9]=[CH:8]2)[CH:6]=[CH:5][CH:4]=[CH:3][CH:2]=1.[CH3:19][I:20]. Product: [I-:20].[CH3:19][N+:9]1[C:10]2[S:14][C:13]3[CH:15]=[CH:16][CH:17]=[CH:18][C:12]=3[C:11]=2[N:7]([C:1]2[CH:2]=[CH:3][CH:4]=[CH:5][CH:6]=2)[CH:8]=1. (3) Reactant: [Cl:1][C:2]1[CH:8]=[CH:7][C:5]([NH2:6])=[C:4]([F:9])[CH:3]=1.C(N(CC)CC)C.[C:17](Cl)(=[O:19])[CH3:18]. Product: [Cl:1][C:2]1[CH:8]=[CH:7][C:5]([NH:6][C:17](=[O:19])[CH3:18])=[C:4]([F:9])[CH:3]=1. The catalyst class is: 4. (4) Reactant: [Br:1][C:2]1[CH:13]=[N:12][C:5]2=[N:6][C:7](Cl)=[C:8]([Cl:10])[N:9]=[C:4]2[CH:3]=1.[CH3:14][N:15]([C@@H:23]1[CH2:27][CH2:26][NH:25][CH2:24]1)[C:16](=[O:22])[O:17][C:18]([CH3:21])([CH3:20])[CH3:19]. Product: [Br:1][C:2]1[CH:13]=[N:12][C:5]2=[N:6][C:7]([N:25]3[CH2:26][CH2:27][C@@H:23]([N:15]([CH3:14])[C:16](=[O:22])[O:17][C:18]([CH3:19])([CH3:20])[CH3:21])[CH2:24]3)=[C:8]([Cl:10])[N:9]=[C:4]2[CH:3]=1. The catalyst class is: 2. (5) Reactant: [CH3:1][C:2]1[CH:3]=[CH:4][C:5]([O:8][C:9]2[CH:10]=[C:11]([CH:26]=[CH:27][CH:28]=2)[CH:12]=[C:13]2[CH2:18][CH2:17][N:16](C(OC(C)(C)C)=O)[CH2:15][CH2:14]2)=[N:6][CH:7]=1.[ClH:29].O1CCOCC1. Product: [ClH:29].[CH3:1][C:2]1[CH:3]=[CH:4][C:5]([O:8][C:9]2[CH:28]=[CH:27][CH:26]=[C:11]([CH:12]=[C:13]3[CH2:18][CH2:17][NH:16][CH2:15][CH2:14]3)[CH:10]=2)=[N:6][CH:7]=1. The catalyst class is: 2. (6) Reactant: [Cl:1][C:2]1[CH:3]=[C:4]([CH:8]2[C:12]([C:15]3[CH:20]=[CH:19][C:18]([Cl:21])=[CH:17][CH:16]=3)([C:13]#[N:14])[CH:11]([CH2:22][C:23]([CH3:26])([CH3:25])[CH3:24])[NH:10][CH:9]2[C:27](O)=[O:28])[CH:5]=[CH:6][CH:7]=1.[NH2:30][CH2:31][CH:32]([CH2:35][OH:36])[CH2:33][OH:34].CN(C(ON1N=NC2C=CC=NC1=2)=[N+](C)C)C.F[P-](F)(F)(F)(F)F.CCN(C(C)C)C(C)C. Product: [OH:34][CH2:33][CH:32]([CH2:35][OH:36])[CH2:31][NH:30][C:27]([CH:9]1[CH:8]([C:4]2[CH:5]=[CH:6][CH:7]=[C:2]([Cl:1])[CH:3]=2)[C:12]([C:15]2[CH:20]=[CH:19][C:18]([Cl:21])=[CH:17][CH:16]=2)([C:13]#[N:14])[CH:11]([CH2:22][C:23]([CH3:25])([CH3:24])[CH3:26])[NH:10]1)=[O:28]. The catalyst class is: 2. (7) Reactant: [C:1]1([C:7]2[O:11][N:10]=[C:9]([C:12]([NH:14][CH2:15][C:16]([OH:18])=O)=[O:13])[CH:8]=2)[CH:6]=[CH:5][CH:4]=[CH:3][CH:2]=1.CCN(C(C)C)C(C)C.C1C=CC2N(O)N=NC=2C=1.CCN=C=NCCCN(C)C.Cl.Cl.[CH3:51][N:52]([CH:63]1[CH2:68][CH2:67][NH:66][CH2:65][CH2:64]1)[C:53]1[CH:58]=[CH:57][CH:56]=[CH:55][C:54]=1[C:59]([F:62])([F:61])[F:60]. The catalyst class is: 18. Product: [CH3:51][N:52]([C:53]1[CH:58]=[CH:57][CH:56]=[CH:55][C:54]=1[C:59]([F:62])([F:60])[F:61])[CH:63]1[CH2:68][CH2:67][N:66]([C:16](=[O:18])[CH2:15][NH:14][C:12]([C:9]2[CH:8]=[C:7]([C:1]3[CH:2]=[CH:3][CH:4]=[CH:5][CH:6]=3)[O:11][N:10]=2)=[O:13])[CH2:65][CH2:64]1. (8) Reactant: [Br:1][C:2]1[CH:3]=[CH:4][C:5]([O:10][CH2:11][C@@H:12]2[CH2:14][O:13]2)=[C:6]([CH:9]=1)C=O.C1C=C(Cl)C=C([C:22]([O:24]O)=[O:23])C=1.C([O-])([O-])=O.[Na+].[Na+]. Product: [CH:22]([O:24][C:6]1[CH:9]=[C:2]([Br:1])[CH:3]=[CH:4][C:5]=1[O:10][CH2:11][C@@H:12]1[CH2:14][O:13]1)=[O:23]. The catalyst class is: 2. (9) The catalyst class is: 2. Reactant: [C:1]([O:5][C:6]([NH:8][C:9]1[S:13][C:12]([C:14]([OH:16])=O)=[CH:11][CH:10]=1)=[O:7])([CH3:4])([CH3:3])[CH3:2].C(N(CC)CC)C.C(Cl)(=O)C(C)(C)C.[F:31][C:32]([F:85])([F:84])[C:33]1[CH:34]=[C:35]([CH:77]=[C:78]([C:80]([F:83])([F:82])[F:81])[CH:79]=1)[C:36]([N:38]1[CH2:42][C@@:41]([CH2:50][CH2:51][N:52]2[CH2:57][CH2:56][C:55]3([C:65]4[C:60](=[CH:61][CH:62]=[CH:63][CH:64]=4)[CH2:59][C@@H:58]3[O:66][CH2:67][C:68]([N:70]([CH3:76])[CH2:71][CH2:72][CH2:73][NH:74][CH3:75])=[O:69])[CH2:54][CH2:53]2)([C:43]2[CH:48]=[CH:47][C:46]([F:49])=[CH:45][CH:44]=2)[O:40][CH2:39]1)=[O:37]. Product: [F:83][C:80]([F:81])([F:82])[C:78]1[CH:77]=[C:35]([CH:34]=[C:33]([C:32]([F:31])([F:85])[F:84])[CH:79]=1)[C:36]([N:38]1[CH2:42][C@@:41]([CH2:50][CH2:51][N:52]2[CH2:53][CH2:54][C:55]3([C:65]4[C:60](=[CH:61][CH:62]=[CH:63][CH:64]=4)[CH2:59][C@@H:58]3[O:66][CH2:67][C:68]([N:70]([CH3:76])[CH2:71][CH2:72][CH2:73][N:74]([CH3:75])[C:14]([C:12]3[S:13][C:9]([NH:8][C:6](=[O:7])[O:5][C:1]([CH3:2])([CH3:3])[CH3:4])=[CH:10][CH:11]=3)=[O:16])=[O:69])[CH2:56][CH2:57]2)([C:43]2[CH:44]=[CH:45][C:46]([F:49])=[CH:47][CH:48]=2)[O:40][CH2:39]1)=[O:37]. (10) Reactant: [Cl:1][C:2]1[CH:7]=[C:6]([C:8]2[CH2:9][C:10]([C:17]3[CH:22]=[C:21]([Cl:23])[CH:20]=[C:19]([Cl:24])[CH:18]=3)([C:13]([F:16])([F:15])[F:14])[O:11][CH:12]=2)[CH:5]=[CH:4][C:3]=1[CH2:25][NH2:26].C(=O)([O-])[O-].[K+].[K+].[CH:33]1([C:36](Cl)=[O:37])[CH2:35][CH2:34]1. Product: [Cl:1][C:2]1[CH:7]=[C:6]([C:8]2[CH2:9][C:10]([C:17]3[CH:22]=[C:21]([Cl:23])[CH:20]=[C:19]([Cl:24])[CH:18]=3)([C:13]([F:14])([F:15])[F:16])[O:11][CH:12]=2)[CH:5]=[CH:4][C:3]=1[CH2:25][NH:26][C:36]([CH:33]1[CH2:35][CH2:34]1)=[O:37]. The catalyst class is: 115.